This data is from Reaction yield outcomes from USPTO patents with 853,638 reactions. The task is: Predict the reaction yield, written as a fraction of the theoretical maximum amount of product (1.0 means a 100% yield; for example, 0.34 means a 34% yield). The reactants are Cl[C:2]1[C:11]2[C:6](=[CH:7][C:8]([O:14][CH3:15])=[C:9]([O:12][CH3:13])[CH:10]=2)[N:5]=[CH:4][N:3]=1.Cl.[CH3:17][O:18][C:19]([C:21]1[CH:22]=[C:23]2[C:28](=[CH:29][CH:30]=1)[CH2:27][NH:26][CH2:25][CH2:24]2)=[O:20].C(=O)([O-])[O-].[K+].[K+]. The catalyst is CN(C)C(=O)C. The product is [CH3:13][O:12][C:9]1[CH:10]=[C:11]2[C:6](=[CH:7][C:8]=1[O:14][CH3:15])[N:5]=[CH:4][N:3]=[C:2]2[N:26]1[CH2:25][CH2:24][C:23]2[C:28](=[CH:29][CH:30]=[C:21]([C:19]([O:18][CH3:17])=[O:20])[CH:22]=2)[CH2:27]1. The yield is 0.800.